This data is from Reaction yield outcomes from USPTO patents with 853,638 reactions. The task is: Predict the reaction yield, written as a fraction of the theoretical maximum amount of product (1.0 means a 100% yield; for example, 0.34 means a 34% yield). (1) The reactants are [CH3:1][N:2]1[C:6]([C:7]2[CH:8]=[C:9]([C:12]([O:14][CH3:15])=[O:13])[S:10][CH:11]=2)=[CH:5][CH:4]=[N:3]1.C1C(=O)N([Br:23])C(=O)C1. The catalyst is O1CCCC1. The product is [Br:23][C:5]1[CH:4]=[N:3][N:2]([CH3:1])[C:6]=1[C:7]1[CH:8]=[C:9]([C:12]([O:14][CH3:15])=[O:13])[S:10][CH:11]=1. The yield is 0.800. (2) The product is [Si:7]([O:14][CH2:15][CH2:16][N:17]1[C:23]2[N:24]=[CH:25][CH:26]=[CH:27][C:22]=2[C:21]2[CH:28]=[CH:29][CH:30]=[CH:31][C:20]=2[C:19](=[N:33][OH:34])[C:18]1=[O:32])([C:10]([CH3:13])([CH3:11])[CH3:12])([CH3:9])[CH3:8]. The reactants are CC([O-])(C)C.[K+].[Si:7]([O:14][CH2:15][CH2:16][N:17]1[C:23]2[N:24]=[CH:25][CH:26]=[CH:27][C:22]=2[C:21]2[CH:28]=[CH:29][CH:30]=[CH:31][C:20]=2[CH2:19][C:18]1=[O:32])([C:10]([CH3:13])([CH3:12])[CH3:11])([CH3:9])[CH3:8].[N:33](OCCC(C)C)=[O:34]. The yield is 0.960. The catalyst is O1CCCC1. (3) The reactants are [F:1][C:2]([F:11])([F:10])[C:3]1[CH:9]=[CH:8][CH:7]=[CH:6][C:4]=1[NH2:5].[N:12]([O-])=O.[Na+].C([O-])(=O)C.[Na+].[C:21]([CH2:24][C:25](=[O:27])[CH3:26])(=[O:23])[CH3:22]. The catalyst is O.Cl.C(O)C. The product is [F:1][C:2]([F:10])([F:11])[C:3]1[CH:9]=[CH:8][CH:7]=[CH:6][C:4]=1[NH:5][N:12]=[C:24]([C:25](=[O:27])[CH3:26])[C:21](=[O:23])[CH3:22]. The yield is 0.330.